From a dataset of Full USPTO retrosynthesis dataset with 1.9M reactions from patents (1976-2016). Predict the reactants needed to synthesize the given product. (1) Given the product [CH2:1]([N:17]1[CH2:18][CH2:19][CH:14]([C:12]([O:11][CH3:10])=[O:13])[CH2:15][CH2:16]1)[C:2]1[CH:7]=[CH:6][CH:5]=[CH:4][CH:3]=1, predict the reactants needed to synthesize it. The reactants are: [CH2:1](Br)[C:2]1[CH:7]=[CH:6][CH:5]=[CH:4][CH:3]=1.Cl.[CH3:10][O:11][C:12]([CH:14]1[CH2:19][CH2:18][NH:17][CH2:16][CH2:15]1)=[O:13].C(N(CC)CC)C.C(=O)([O-])O.[Na+]. (2) Given the product [Cl:1][C:2]1[N:7]=[CH:6][C:5]2[C:8]([C:20]3[N:19]([CH:30]4[CH2:35][CH2:34][CH2:33][CH2:32][O:31]4)[N:18]=[CH:17][C:16]=3[CH3:15])=[N:9][N:10]([CH:11]([CH3:13])[CH3:12])[C:4]=2[CH:3]=1, predict the reactants needed to synthesize it. The reactants are: [Cl:1][C:2]1[N:7]=[CH:6][C:5]2[C:8](I)=[N:9][N:10]([CH:11]([CH3:13])[CH3:12])[C:4]=2[CH:3]=1.[CH3:15][C:16]1[CH:17]=[N:18][N:19]([CH:30]2[CH2:35][CH2:34][CH2:33][CH2:32][O:31]2)[C:20]=1B1OC(C)(C)C(C)(C)O1.ClCCl.C(#N)C.C(=O)([O-])[O-].[Na+].[Na+]. (3) Given the product [CH:44]([C:43]1[CH:42]=[CH:41][CH:40]=[C:39]([CH:47]([CH3:49])[CH3:48])[C:38]=1[N:34]1[CH:35]=[CH:36][N:37]=[C:33]1[C:29]1[CH:28]=[CH:27][CH:32]=[C:31]([O:25][C:20]2[CH:21]=[C:22]([CH3:24])[CH:23]=[C:18]([C:14]3[N:13]([C:5]4[C:6]([CH:10]([CH3:12])[CH3:11])=[CH:7][CH:8]=[CH:9][C:4]=4[CH:1]([CH3:2])[CH3:3])[CH:17]=[CH:16][N:15]=3)[CH:19]=2)[CH:30]=1)([CH3:45])[CH3:46], predict the reactants needed to synthesize it. The reactants are: [CH:1]([C:4]1[CH:9]=[CH:8][CH:7]=[C:6]([CH:10]([CH3:12])[CH3:11])[C:5]=1[N:13]1[CH:17]=[CH:16][N:15]=[C:14]1[C:18]1[CH:19]=[C:20]([OH:25])[CH:21]=[C:22]([CH3:24])[CH:23]=1)([CH3:3])[CH3:2].Br[C:27]1[CH:28]=[C:29]([C:33]2[N:34]([C:38]3[C:43]([CH:44]([CH3:46])[CH3:45])=[CH:42][CH:41]=[CH:40][C:39]=3[CH:47]([CH3:49])[CH3:48])[CH:35]=[CH:36][N:37]=2)[CH:30]=[CH:31][CH:32]=1.N1C=CC=CC=1C(O)=O.O.[O-]P([O-])([O-])=O.[K+].[K+].[K+]. (4) The reactants are: [F:1][C:2]([O:20][C:21]1[CH:26]=[CH:25][C:24]([F:27])=[CH:23][C:22]=1[CH2:28][Br:29])([F:19])[C:3]1[CH:8]=[CH:7][C:6]([C:9]2[CH:14]=[CH:13][C:12]([C:15]([F:18])([F:17])[F:16])=[CH:11][CH:10]=2)=[CH:5][CH:4]=1.[C:30]1([P:36]([C:43]2[CH:48]=[CH:47][CH:46]=[CH:45][CH:44]=2)[C:37]2[CH:42]=[CH:41][CH:40]=[CH:39][CH:38]=2)[CH:35]=[CH:34][CH:33]=[CH:32][CH:31]=1. Given the product [Br-:29].[F:1][C:2]([F:19])([C:3]1[CH:8]=[CH:7][C:6]([C:9]2[CH:14]=[CH:13][C:12]([C:15]([F:18])([F:17])[F:16])=[CH:11][CH:10]=2)=[CH:5][CH:4]=1)[O:20][C:21]1[CH:26]=[CH:25][C:24]([F:27])=[CH:23][C:22]=1[CH2:28][P+:36]([C:37]1[CH:38]=[CH:39][CH:40]=[CH:41][CH:42]=1)([C:43]1[CH:48]=[CH:47][CH:46]=[CH:45][CH:44]=1)[C:30]1[CH:31]=[CH:32][CH:33]=[CH:34][CH:35]=1, predict the reactants needed to synthesize it.